From a dataset of Reaction yield outcomes from USPTO patents with 853,638 reactions. Predict the reaction yield, written as a fraction of the theoretical maximum amount of product (1.0 means a 100% yield; for example, 0.34 means a 34% yield). (1) The reactants are [CH3:1][O:2][C:3]1[CH:4]=[C:5]([CH:7]=[CH:8][C:9]=1[N:10]1[CH:14]=[N:13][C:12]([CH3:15])=[N:11]1)[NH2:6].Cl[C:17]1[CH:18]=[CH:19][C:20]2[CH2:21][N:22]([CH2:34][CH2:35][OH:36])[CH2:23][C@@H:24]([C:28]3[CH:33]=[CH:32][CH:31]=[CH:30][CH:29]=3)[O:25][C:26]=2[N:27]=1.C1(P(C2CCCCC2)C2C=CC=CC=2C2C=CC=CC=2)CCCCC1.C(=O)([O-])[O-].[Cs+].[Cs+]. The catalyst is C([O-])(=O)C.[Pd+2].C([O-])(=O)C.COCCOC. The product is [CH3:1][O:2][C:3]1[CH:4]=[C:5]([NH:6][C:17]2[CH:18]=[CH:19][C:20]3[CH2:21][N:22]([CH2:34][CH2:35][OH:36])[CH2:23][C@@H:24]([C:28]4[CH:33]=[CH:32][CH:31]=[CH:30][CH:29]=4)[O:25][C:26]=3[N:27]=2)[CH:7]=[CH:8][C:9]=1[N:10]1[CH:14]=[N:13][C:12]([CH3:15])=[N:11]1. The yield is 0.210. (2) The reactants are [NH2:1][C:2]1[CH:10]=[CH:9][CH:8]=[C:7]2[C:3]=1[C:4](=[O:21])[N:5]([C:12]1([CH3:20])[CH2:17][CH2:16][C:15](=[O:18])[NH:14][C:13]1=[O:19])[C:6]2=[O:11].[CH3:22][O:23][CH2:24][C:25](Cl)=[O:26].CO. The catalyst is C1COCC1. The product is [CH3:22][O:23][CH2:24][C:25]([NH:1][C:2]1[CH:10]=[CH:9][CH:8]=[C:7]2[C:3]=1[C:4](=[O:21])[N:5]([C:12]1([CH3:20])[CH2:17][CH2:16][C:15](=[O:18])[NH:14][C:13]1=[O:19])[C:6]2=[O:11])=[O:26]. The yield is 0.870. (3) The reactants are S([O:8][S:9]([C:12]([F:15])([F:14])[F:13])(=[O:11])=[O:10])(C(F)(F)F)(=O)=O.[F:16][C:17]([F:26])([F:25])[C:18]1[N:23]=[CH:22][C:21](O)=[CH:20][N:19]=1.P([O-])([O-])([O-])=O.[K+].[K+].[K+]. The catalyst is C1(C)C=CC=CC=1. The product is [F:15][C:12]([F:13])([F:14])[S:9]([O:8][C:21]1[CH:20]=[N:19][C:18]([C:17]([F:26])([F:25])[F:16])=[N:23][CH:22]=1)(=[O:10])=[O:11]. The yield is 0.930. (4) The reactants are ClC1C=CC=CC=1NC(=O)NC1C=CC(C2SC(C3CCC(CC(O)=O)CC3)=NC=2)=CC=1.[F:33][C:34]1[CH:39]=[CH:38][CH:37]=[CH:36][C:35]=1[NH:40][C:41](=[S:66])[NH:42][C:43]1[CH:48]=[CH:47][C:46]([C:49]2[S:53][C:52]([CH:54]3[CH2:59][CH2:58][CH:57]([CH2:60][C:61]([O:63]CC)=[O:62])[CH2:56][CH2:55]3)=[N:51][CH:50]=2)=[CH:45][CH:44]=1. No catalyst specified. The product is [F:33][C:34]1[CH:39]=[CH:38][CH:37]=[CH:36][C:35]=1[NH:40][C:41](=[S:66])[NH:42][C:43]1[CH:44]=[CH:45][C:46]([C:49]2[S:53][C:52]([CH:54]3[CH2:55][CH2:56][CH:57]([CH2:60][C:61]([OH:63])=[O:62])[CH2:58][CH2:59]3)=[N:51][CH:50]=2)=[CH:47][CH:48]=1. The yield is 0.590.